Dataset: Reaction yield outcomes from USPTO patents with 853,638 reactions. Task: Predict the reaction yield, written as a fraction of the theoretical maximum amount of product (1.0 means a 100% yield; for example, 0.34 means a 34% yield). (1) The reactants are [CH3:1][C:2]1[CH:7]=[CH:6][C:5](B(O)O)=[CH:4][CH:3]=1.Cl[C:12]1[C:21]2[C:16](=[CH:17][CH:18]=[CH:19][CH:20]=2)[CH:15]=[CH:14][N:13]=1.C1(C)C=CC=CC=1.C(=O)([O-])[O-].[Na+].[Na+]. The catalyst is [Pd].C1(P(C2C=CC=CC=2)C2C=CC=CC=2)C=CC=CC=1.C1(P(C2C=CC=CC=2)C2C=CC=CC=2)C=CC=CC=1.C1(P(C2C=CC=CC=2)C2C=CC=CC=2)C=CC=CC=1.C1(P(C2C=CC=CC=2)C2C=CC=CC=2)C=CC=CC=1.C(O)C. The product is [CH3:1][C:2]1[CH:7]=[CH:6][C:5]([C:12]2[C:21]3[C:16](=[CH:17][CH:18]=[CH:19][CH:20]=3)[CH:15]=[CH:14][N:13]=2)=[CH:4][CH:3]=1. The yield is 0.511. (2) The reactants are [C:1]([NH:6][C:7]1[CH:8]=[C:9]([OH:16])[C:10](=[CH:14][CH:15]=1)[C:11]([OH:13])=[O:12])(=[O:5])[C:2]([CH3:4])=[CH2:3].O.[C:18](OC(=O)C)(=[O:20])[CH3:19]. The catalyst is S(=O)(=O)(O)O. The product is [C:18]([O:12][C:11](=[O:13])[C:10]1[C:9](=[CH:8][C:7]([NH:6][C:1](=[O:5])[C:2]([CH3:4])=[CH2:3])=[CH:15][CH:14]=1)[OH:16])(=[O:20])[CH3:19]. The yield is 1.00. (3) The reactants are [CH:1]1([CH2:4][NH:5][C:6](=[O:30])[C:7]2[CH:12]=[C:11]([C:13]3[CH:14]=[C:15]4[C:19](=[CH:20][CH:21]=3)[N:18]([CH:22]3[CH2:27][CH2:26][CH2:25][CH2:24][O:23]3)[N:17]=[C:16]4[CH:28]=O)[CH:10]=[N:9][CH:8]=2)[CH2:3][CH2:2]1.[N:31]1[CH:36]=[C:35]([NH2:37])[C:34]([NH2:38])=[C:33]([C:39]2[CH:40]=[N:41][CH:42]=[CH:43][CH:44]=2)[CH:32]=1.[S]. The catalyst is CN(C=O)C. The product is [CH:1]1([CH2:4][NH:5][C:6](=[O:30])[C:7]2[CH:12]=[C:11]([C:13]3[CH:14]=[C:15]4[C:19](=[CH:20][CH:21]=3)[N:18]([CH:22]3[CH2:27][CH2:26][CH2:25][CH2:24][O:23]3)[N:17]=[C:16]4[C:28]3[NH:37][C:35]4[CH:36]=[N:31][CH:32]=[C:33]([C:39]5[CH:40]=[N:41][CH:42]=[CH:43][CH:44]=5)[C:34]=4[N:38]=3)[CH:10]=[N:9][CH:8]=2)[CH2:2][CH2:3]1. The yield is 0.230.